Dataset: Forward reaction prediction with 1.9M reactions from USPTO patents (1976-2016). Task: Predict the product of the given reaction. (1) Given the reactants [F:1][C:2]1[CH:7]=[CH:6][C:5]([CH2:8][C:9](=O)[CH2:10][C:11]([C:13]2[N:14]=[CH:15][N:16]([C:18]([C:31]3[CH:36]=[CH:35][CH:34]=[CH:33][CH:32]=3)([C:25]3[CH:30]=[CH:29][CH:28]=[CH:27][CH:26]=3)[C:19]3[CH:24]=[CH:23][CH:22]=[CH:21][CH:20]=3)[CH:17]=2)=O)=[CH:4][CH:3]=1.[NH2:38][NH2:39].O, predict the reaction product. The product is: [F:1][C:2]1[CH:7]=[CH:6][C:5]([CH2:8][C:9]2[NH:39][N:38]=[C:11]([C:13]3[N:14]=[CH:15][N:16]([C:18]([C:31]4[CH:36]=[CH:35][CH:34]=[CH:33][CH:32]=4)([C:25]4[CH:30]=[CH:29][CH:28]=[CH:27][CH:26]=4)[C:19]4[CH:24]=[CH:23][CH:22]=[CH:21][CH:20]=4)[CH:17]=3)[CH:10]=2)=[CH:4][CH:3]=1. (2) Given the reactants [NH2:1][C:2]1[C:3]([C:8]2[CH:26]=[CH:25][C:11]([C:12]([NH:14][C:15]3[CH:20]=[CH:19][C:18]([C:21]([CH3:24])([CH3:23])[CH3:22])=[CH:17][CH:16]=3)=[O:13])=[CH:10][CH:9]=2)=[N:4][CH:5]=[CH:6][CH:7]=1.C(N(CC)CC)C.[CH3:34][S:35](Cl)(=[O:37])=[O:36], predict the reaction product. The product is: [CH3:34][S:35]([N:1]([S:35]([CH3:34])(=[O:37])=[O:36])[C:2]1[C:3]([C:8]2[CH:9]=[CH:10][C:11]([C:12]([NH:14][C:15]3[CH:20]=[CH:19][C:18]([C:21]([CH3:22])([CH3:23])[CH3:24])=[CH:17][CH:16]=3)=[O:13])=[CH:25][CH:26]=2)=[N:4][CH:5]=[CH:6][CH:7]=1)(=[O:37])=[O:36]. (3) Given the reactants B(F)(F)F.[CH3:5][C:6]1[CH:11]=[CH:10][C:9]([S:12]([O:15][C:16]2[CH:21]=[CH:20][C:19]([CH:22]3[CH2:27][CH2:26][C:25](=[O:28])[CH2:24][CH2:23]3)=[CH:18][CH:17]=2)(=[O:14])=[O:13])=[CH:8][CH:7]=1.C(Cl)Cl.[CH2:32](O)[CH2:33][OH:34], predict the reaction product. The product is: [CH3:5][C:6]1[CH:11]=[CH:10][C:9]([S:12]([O:15][C:16]2[CH:21]=[CH:20][C:19]([CH:22]3[CH2:27][CH2:26][C:25]4([O:34][CH2:33][CH2:32][O:28]4)[CH2:24][CH2:23]3)=[CH:18][CH:17]=2)(=[O:14])=[O:13])=[CH:8][CH:7]=1. (4) Given the reactants [NH2:1]/[C:2](/[C:7]#[N:8])=[C:3](\[NH2:6])/[C:4]#[N:5].[F:9][C:10]1[C:17]([F:18])=[CH:16][CH:15]=[CH:14][C:11]=1[CH:12]=O, predict the reaction product. The product is: [NH2:6][C:3](=[C:2]([N:1]=[CH:12][C:11]1[CH:14]=[CH:15][CH:16]=[C:17]([F:18])[C:10]=1[F:9])[C:7]#[N:8])[C:4]#[N:5]. (5) Given the reactants C(O)(=O)C(O)=O.[F:7][C:8]([F:22])([CH:19]([F:21])[F:20])[CH2:9][O:10][C:11]1[CH:12]=[C:13]([CH:16]=[CH:17][CH:18]=1)[CH2:14][NH2:15].ClCCl.[OH-].[Na+].O, predict the reaction product. The product is: [F:7][C:8]([F:22])([CH:19]([F:20])[F:21])[CH2:9][O:10][C:11]1[CH:12]=[C:13]([CH:16]=[CH:17][CH:18]=1)[CH2:14][NH2:15]. (6) Given the reactants [CH2:1]([NH:3][C:4](=[O:24])[NH:5][C:6]1[N:11]=[CH:10][C:9](B(O)O)=[C:8]([C:15]2[S:16][CH:17]=[C:18]([C:20]([F:23])([F:22])[F:21])[N:19]=2)[CH:7]=1)[CH3:2].[CH3:25][N:26]([CH3:50])[CH2:27][CH2:28][N:29]1[C:38]2[C:33](=[CH:34][C:35](I)=[C:36]([NH:39][CH2:40][CH2:41][N:42]([CH3:44])[CH3:43])[CH:37]=2)[C:32](=[O:46])[C:31]([C:47]([OH:49])=[O:48])=[CH:30]1.C(=O)([O-])[O-].[K+].[K+], predict the reaction product. The product is: [CH3:25][N:26]([CH3:50])[CH2:27][CH2:28][N:29]1[C:38]2[C:33](=[CH:34][C:35]([C:9]3[CH:10]=[N:11][C:6]([NH:5][C:4]([NH:3][CH2:1][CH3:2])=[O:24])=[CH:7][C:8]=3[C:15]3[S:16][CH:17]=[C:18]([C:20]([F:23])([F:22])[F:21])[N:19]=3)=[C:36]([NH:39][CH2:40][CH2:41][N:42]([CH3:43])[CH3:44])[CH:37]=2)[C:32](=[O:46])[C:31]([C:47]([OH:49])=[O:48])=[CH:30]1. (7) The product is: [Cl:1][C:2]1[C:10]2=[N:9][O:8][N:7]=[C:6]2[C:5]([S:11]([NH:15][C:16]2[CH:21]=[CH:20][CH:19]=[C:18]([C:22]3[NH:26][N:25]=[N:24][N:23]=3)[CH:17]=2)(=[O:13])=[O:12])=[CH:4][CH:3]=1. Given the reactants [Cl:1][C:2]1[C:10]2[C:6](=[N:7][O:8][N:9]=2)[C:5]([S:11](Cl)(=[O:13])=[O:12])=[CH:4][CH:3]=1.[NH2:15][C:16]1[CH:17]=[C:18]([C:22]2[NH:26][N:25]=[N:24][N:23]=2)[CH:19]=[CH:20][CH:21]=1, predict the reaction product.